Predict the reaction yield, written as a fraction of the theoretical maximum amount of product (1.0 means a 100% yield; for example, 0.34 means a 34% yield). From a dataset of Reaction yield outcomes from USPTO patents with 853,638 reactions. The reactants are [C:1]([C:3]1[CH:8]=[CH:7][C:6]([S:9](Cl)(=[O:11])=[O:10])=[CH:5][CH:4]=1)#[N:2].Cl.[CH3:14][O:15][C:16](=[O:19])[CH2:17][NH2:18].C(N(CC)CC)C. The product is [CH3:14][O:15][C:16](=[O:19])[CH2:17][NH:18][S:9]([C:6]1[CH:7]=[CH:8][C:3]([C:1]#[N:2])=[CH:4][CH:5]=1)(=[O:11])=[O:10]. The yield is 0.470. The catalyst is ClCCl.